This data is from Reaction yield outcomes from USPTO patents with 853,638 reactions. The task is: Predict the reaction yield, written as a fraction of the theoretical maximum amount of product (1.0 means a 100% yield; for example, 0.34 means a 34% yield). (1) The reactants are [NH2:1][C:2]1[N:6]([C:7]2[CH:8]=[C:9]([CH:15]=[CH:16][C:17]=2[CH3:18])[C:10]([NH:12]OC)=[O:11])N=C[C:3]=1[C:19](=[O:27])[C:20]1[CH:25]=[CH:24][CH:23]=[C:22](I)[CH:21]=1.CCN=C=N[CH2:33][CH2:34][CH2:35]N(C)C.ON1C(=O)CC[C:41]1=[O:46].C[CH:48]([NH2:50])C.CN(C=[O:55])C. The catalyst is CCOC(C)=O.O. The product is [NH2:1][C:2]1[N:6]([C:7]2[CH:8]=[C:9]([C:10](=[O:11])[NH:12][CH:33]3[CH2:34][CH2:35]3)[CH:15]=[CH:16][C:17]=2[CH3:18])[CH:48]=[N:50][C:3]=1[C:19]([C:20]1[CH:21]=[C:22]([CH:23]=[CH:24][CH:25]=1)[C:41]([OH:46])=[O:55])=[O:27]. The yield is 0.800. (2) The reactants are [N+:1]([C:4]1[CH:5]=[CH:6][CH:7]=[C:8]2[C:12]=1[NH:11]C(=O)[C:9]2=[O:14])([O-:3])=[O:2].C(O)(=O)CC(CC(O)=O)(C(O)=O)[OH:18]. The catalyst is [OH-].[Na+].OO. The product is [NH2:11][C:12]1[C:4]([N+:1]([O-:3])=[O:2])=[CH:5][CH:6]=[CH:7][C:8]=1[C:9]([OH:14])=[O:18]. The yield is 0.700.